Dataset: NCI-60 drug combinations with 297,098 pairs across 59 cell lines. Task: Regression. Given two drug SMILES strings and cell line genomic features, predict the synergy score measuring deviation from expected non-interaction effect. (1) Drug 1: CCC1(CC2CC(C3=C(CCN(C2)C1)C4=CC=CC=C4N3)(C5=C(C=C6C(=C5)C78CCN9C7C(C=CC9)(C(C(C8N6C=O)(C(=O)OC)O)OC(=O)C)CC)OC)C(=O)OC)O.OS(=O)(=O)O. Drug 2: C#CCC(CC1=CN=C2C(=N1)C(=NC(=N2)N)N)C3=CC=C(C=C3)C(=O)NC(CCC(=O)O)C(=O)O. Cell line: SN12C. Synergy scores: CSS=23.8, Synergy_ZIP=0.987, Synergy_Bliss=2.62, Synergy_Loewe=-4.84, Synergy_HSA=0.462. (2) Drug 1: C1CC(=O)NC(=O)C1N2C(=O)C3=CC=CC=C3C2=O. Drug 2: COC1=C2C(=CC3=C1OC=C3)C=CC(=O)O2. Cell line: MCF7. Synergy scores: CSS=2.47, Synergy_ZIP=-1.45, Synergy_Bliss=-1.45, Synergy_Loewe=-0.673, Synergy_HSA=-1.47. (3) Synergy scores: CSS=0.948, Synergy_ZIP=0.222, Synergy_Bliss=1.07, Synergy_Loewe=-2.89, Synergy_HSA=-0.859. Drug 2: C(CN)CNCCSP(=O)(O)O. Cell line: NCI-H322M. Drug 1: CC1=CC=C(C=C1)C2=CC(=NN2C3=CC=C(C=C3)S(=O)(=O)N)C(F)(F)F. (4) Drug 1: C1=CC(=CC=C1C#N)C(C2=CC=C(C=C2)C#N)N3C=NC=N3. Drug 2: CCCCC(=O)OCC(=O)C1(CC(C2=C(C1)C(=C3C(=C2O)C(=O)C4=C(C3=O)C=CC=C4OC)O)OC5CC(C(C(O5)C)O)NC(=O)C(F)(F)F)O. Cell line: TK-10. Synergy scores: CSS=33.5, Synergy_ZIP=-2.06, Synergy_Bliss=-2.20, Synergy_Loewe=-4.82, Synergy_HSA=-3.00. (5) Drug 1: CC12CCC3C(C1CCC2=O)CC(=C)C4=CC(=O)C=CC34C. Drug 2: C1=NC2=C(N1)C(=S)N=CN2. Cell line: LOX IMVI. Synergy scores: CSS=54.8, Synergy_ZIP=3.86, Synergy_Bliss=2.90, Synergy_Loewe=-16.3, Synergy_HSA=4.67.